Dataset: Peptide-MHC class II binding affinity with 134,281 pairs from IEDB. Task: Regression. Given a peptide amino acid sequence and an MHC pseudo amino acid sequence, predict their binding affinity value. This is MHC class II binding data. (1) The peptide sequence is ELIMKDGRVLVVPCR. The MHC is DRB1_0301 with pseudo-sequence DRB1_0301. The binding affinity (normalized) is 0.653. (2) The peptide sequence is GAYETYKFIPSLEAA. The MHC is HLA-DQA10101-DQB10501 with pseudo-sequence HLA-DQA10101-DQB10501. The binding affinity (normalized) is 0.514. (3) The peptide sequence is QSGFIAAAVLLSVLG. The MHC is HLA-DQA10501-DQB10301 with pseudo-sequence HLA-DQA10501-DQB10301. The binding affinity (normalized) is 0.453. (4) The peptide sequence is LRKDYIKRQGSTPLA. The MHC is DRB1_0405 with pseudo-sequence DRB1_0405. The binding affinity (normalized) is 0.504.